Dataset: Forward reaction prediction with 1.9M reactions from USPTO patents (1976-2016). Task: Predict the product of the given reaction. (1) Given the reactants [N:1](C(N1CCCCC1)=O)=NC(N1CCCCC1)=O.[OH:19][CH2:20][CH:21]1[CH2:26][CH2:25][N:24]([C:27]([O:29][CH2:30][C:31]([O:33]C)=O)=[O:28])[CH2:23][CH2:22]1.C(P(CCCC)CCCC)CCC.O[C:49]1[CH:58]=[C:57]2[C:52]([CH:53]=[CH:54][CH:55]=[N:56]2)=[CH:51][CH:50]=1, predict the reaction product. The product is: [N:56]1[C:57]2[C:52](=[CH:51][CH:50]=[C:49]([O:19][CH2:20][CH:21]3[CH2:22][CH2:23][N:24]([C:27]([O:29][CH2:30][C:31]([NH2:1])=[O:33])=[O:28])[CH2:25][CH2:26]3)[CH:58]=2)[CH:53]=[CH:54][CH:55]=1. (2) The product is: [Cl:1][C:2]1[CH:3]=[C:4]([C:9]2([C:22]([F:23])([F:25])[F:24])[O:13][N:12]=[C:11]([C:14]3[CH:15]=[CH:16][C:17]([CH3:21])=[C:18]([NH:19][C:30](=[O:31])[CH2:29][CH2:28][C:27]([F:34])([F:33])[F:26])[CH:20]=3)[CH2:10]2)[CH:5]=[C:6]([Cl:8])[CH:7]=1. Given the reactants [Cl:1][C:2]1[CH:3]=[C:4]([C:9]2([C:22]([F:25])([F:24])[F:23])[O:13][N:12]=[C:11]([C:14]3[CH:15]=[CH:16][C:17]([CH3:21])=[C:18]([CH:20]=3)[NH2:19])[CH2:10]2)[CH:5]=[C:6]([Cl:8])[CH:7]=1.[F:26][C:27]([F:34])([F:33])[CH2:28][CH2:29][C:30](O)=[O:31].Cl.C(N(CC)CCCN=C=NCC)C.C(=O)([O-])O.[Na+], predict the reaction product. (3) The product is: [ClH:17].[NH2:1][CH2:4][C:5]1[CH:6]=[CH:7][C:8]([CH:11]([OH:16])[CH2:12][CH:13]([CH3:14])[CH3:15])=[N:9][CH:10]=1. Given the reactants [N:1]([CH2:4][C:5]1[CH:6]=[CH:7][C:8]([C:11](=[O:16])[CH2:12][CH:13]([CH3:15])[CH3:14])=[N:9][CH:10]=1)=[N+]=[N-].[ClH:17], predict the reaction product. (4) Given the reactants [F:1][C:2]1[CH:11]=[C:10]2[C:5]([CH:6]=[CH:7][C:8](=[O:15])[N:9]2[CH2:12][CH:13]=O)=[N+:4]([O-:16])[CH:3]=1.[NH:17]1[CH2:22][CH2:21][CH:20]([NH:23][C:24](=[O:30])[O:25][C:26]([CH3:29])([CH3:28])[CH3:27])[CH2:19][CH2:18]1.[BH-](OC(C)=O)(OC(C)=O)OC(C)=O.[Na+].C([O-])(O)=O.[Na+], predict the reaction product. The product is: [F:1][C:2]1[CH:11]=[C:10]2[C:5]([CH:6]=[CH:7][C:8](=[O:15])[N:9]2[CH2:12][CH2:13][N:17]2[CH2:18][CH2:19][CH:20]([NH:23][C:24](=[O:30])[O:25][C:26]([CH3:28])([CH3:27])[CH3:29])[CH2:21][CH2:22]2)=[N+:4]([O-:16])[CH:3]=1. (5) The product is: [Br:1][C:2]1[O:6][C:5]([CH2:7][O:13][CH2:14][CH3:15])=[C:4]([C:9]([O:11][CH3:12])=[O:10])[CH:3]=1. Given the reactants [Br:1][C:2]1[O:6][C:5]([CH2:7]Br)=[C:4]([C:9]([O:11][CH3:12])=[O:10])[CH:3]=1.[O-:13][CH2:14][CH3:15].[Na+].C(O)C.O.Cl, predict the reaction product. (6) Given the reactants [N:1]1([CH2:7][CH2:8][CH2:9][C:10]2[CH:11]=[C:12]([NH:20]C(=O)C)[CH:13]=[C:14]([C:16]([F:19])([F:18])[F:17])[CH:15]=2)[CH2:6][CH2:5][CH2:4][CH2:3][CH2:2]1.Cl, predict the reaction product. The product is: [N:1]1([CH2:7][CH2:8][CH2:9][C:10]2[CH:11]=[C:12]([NH2:20])[CH:13]=[C:14]([C:16]([F:18])([F:19])[F:17])[CH:15]=2)[CH2:6][CH2:5][CH2:4][CH2:3][CH2:2]1. (7) Given the reactants [F:1][C:2]1[CH:3]=[C:4]([C@H:10]2[CH2:14][CH2:13][CH2:12][N:11]2[C:15]2[CH:20]=[CH:19][N:18]3[N:21]=[CH:22][C:23]([C:24](O)=[O:25])=[C:17]3[N:16]=2)[C:5]([O:8][CH3:9])=[N:6][CH:7]=1.CN(C(ON1N=NC2C=CC=NC1=2)=[N+](C)C)C.F[P-](F)(F)(F)(F)F.[NH2:51][CH2:52][CH2:53][CH2:54][OH:55].CCN(C(C)C)C(C)C, predict the reaction product. The product is: [F:1][C:2]1[CH:3]=[C:4]([C@H:10]2[CH2:14][CH2:13][CH2:12][N:11]2[C:15]2[CH:20]=[CH:19][N:18]3[N:21]=[CH:22][C:23]([C:24]([NH:51][CH2:52][CH2:53][CH2:54][OH:55])=[O:25])=[C:17]3[N:16]=2)[C:5]([O:8][CH3:9])=[N:6][CH:7]=1.